Predict the reaction yield, written as a fraction of the theoretical maximum amount of product (1.0 means a 100% yield; for example, 0.34 means a 34% yield). From a dataset of Reaction yield outcomes from USPTO patents with 853,638 reactions. (1) The reactants are [C:1]1(B(O)O)[CH:6]=[CH:5][CH:4]=[CH:3][CH:2]=1.[F-].[K+].Br[C:13]1[C:18]([CH3:19])=[CH:17][CH:16]=[CH:15][C:14]=1[CH3:20]. The catalyst is C([O-])(=O)C.[Pd+2].C([O-])(=O)C.C(P(C(C)(C)C)C1C=CC=CC=1C1C=CC=CC=1)(C)(C)C.C1COCC1. The product is [CH3:20][C:14]1[CH:15]=[CH:16][CH:17]=[C:18]([CH3:19])[C:13]=1[C:1]1[CH:6]=[CH:5][CH:4]=[CH:3][CH:2]=1. The yield is 0.790. (2) The reactants are [CH3:1][C:2]1[CH:9]=[CH:8][C:5]([C:6]#[N:7])=[CH:4][C:3]=1[C:10]1[CH:18]=[C:17]2[C:13]([C:14]3([CH2:23][CH2:22][CH2:21][CH2:20]3)[C:15](=[O:19])[NH:16]2)=[CH:12][CH:11]=1.[NH2:24][OH:25].C([O-])(=O)C.[Na+]. The catalyst is C(O)C.O. The product is [OH:25]/[N:24]=[C:6](/[NH2:7])\[C:5]1[CH:8]=[CH:9][C:2]([CH3:1])=[C:3]([C:10]2[CH:18]=[C:17]3[C:13]([C:14]4([CH2:20][CH2:21][CH2:22][CH2:23]4)[C:15](=[O:19])[NH:16]3)=[CH:12][CH:11]=2)[CH:4]=1. The yield is 0.190. (3) The reactants are [OH:1][C:2]1[N:6]([CH:7]([CH3:9])[CH3:8])[N:5]=[C:4]([C:10]([F:13])([F:12])[F:11])[C:3]=1[CH3:14].[OH-].[K+].Cl[CH:18]([F:20])[F:19].O. The catalyst is CC(O)C. The product is [F:19][CH:18]([F:20])[O:1][C:2]1[N:6]([CH:7]([CH3:8])[CH3:9])[N:5]=[C:4]([C:10]([F:13])([F:12])[F:11])[C:3]=1[CH3:14]. The yield is 0.750.